Dataset: Catalyst prediction with 721,799 reactions and 888 catalyst types from USPTO. Task: Predict which catalyst facilitates the given reaction. (1) Reactant: [Cl:1][C:2]1[N:3]=[C:4]([C:9]([NH:11][C:12]2[CH:28]=[CH:27][C:15]3[N:16]([C:20]([O:22]C(C)(C)C)=O)[CH2:17][CH2:18][O:19][C:14]=3[CH:13]=2)=[O:10])[NH:5][C:6]=1[CH2:7][CH3:8].Cl.C(OCC)(=O)C.[C:36]([O:43][CH2:44][CH3:45])(=[O:42])[CH2:37][CH2:38]C([O-])=O.CCN=C=NCCCN(C)C.Cl.C(N(CC)C(C)C)(C)C. Product: [Cl:1][C:2]1[N:3]=[C:4]([C:9]([NH:11][C:12]2[CH:28]=[CH:27][C:15]3[N:16]([C:20](=[O:22])[CH2:38][CH2:37][C:36]([O:43][CH2:44][CH3:45])=[O:42])[CH2:17][CH2:18][O:19][C:14]=3[CH:13]=2)=[O:10])[NH:5][C:6]=1[CH2:7][CH3:8]. The catalyst class is: 142. (2) Reactant: [Br:1][C:2]1[N:3]=[CH:4][C:5]([NH:8][C:9](=[O:15])[CH2:10][O:11][CH2:12][CH2:13]Cl)=[N:6][CH:7]=1.C(=O)([O-])[O-].[Cs+].[Cs+]. Product: [Br:1][C:2]1[N:3]=[CH:4][C:5]([N:8]2[CH2:13][CH2:12][O:11][CH2:10][C:9]2=[O:15])=[N:6][CH:7]=1. The catalyst class is: 10. (3) Reactant: [OH-].[Na+].[N:3]1[CH:8]=[C:7]([C:9]([NH:11][C:12]2([C:15]([O:17]CC)=[O:16])[CH2:14][CH2:13]2)=[O:10])[CH:6]=[N:5][CH:4]=1.C(O)(=O)C. Product: [N:3]1[CH:8]=[C:7]([C:9]([NH:11][C:12]2([C:15]([OH:17])=[O:16])[CH2:13][CH2:14]2)=[O:10])[CH:6]=[N:5][CH:4]=1. The catalyst class is: 5. (4) Reactant: Br[C:2]1[CH:7]=[CH:6][C:5]([Br:8])=[CH:4][N:3]=1.[H-].[Na+].[OH:11][C:12]1[CH:17]=[CH:16][O:15][CH2:14][CH:13]=1. Product: [Br:8][C:5]1[CH:6]=[CH:7][C:2]([O:11][CH:12]2[CH2:17][CH2:16][O:15][CH2:14][CH2:13]2)=[N:3][CH:4]=1. The catalyst class is: 391. (5) Reactant: [NH:1]1[C:5]2[CH:6]=[CH:7][CH:8]=[CH:9][C:4]=2[N:3]=[C:2]1[C:10]([N:12]1[CH2:15][CH:14]([C:16]2[C:21](Cl)=[N:20][CH:19]=[CH:18][N:17]=2)[CH2:13]1)=[O:11].[C:23]([O:27][C:28]([N:30]1[CH2:35][CH:34]=[C:33](B2OC(C)(C)C(C)(C)O2)[CH2:32][CH2:31]1)=[O:29])([CH3:26])([CH3:25])[CH3:24].[O-]P([O-])([O-])=O.[K+].[K+].[K+]. Product: [C:23]([O:27][C:28]([N:30]1[CH2:31][CH:32]=[C:33]([C:21]2[C:16]([CH:14]3[CH2:15][N:12]([C:10]([C:2]4[NH:3][C:4]5[CH:9]=[CH:8][CH:7]=[CH:6][C:5]=5[N:1]=4)=[O:11])[CH2:13]3)=[N:17][CH:18]=[CH:19][N:20]=2)[CH2:34][CH2:35]1)=[O:29])([CH3:26])([CH3:24])[CH3:25]. The catalyst class is: 117. (6) Reactant: [N:1]1([C:6]2[C:15]3[C:10](=[N:11][C:12](Cl)=[C:13]([Cl:16])[N:14]=3)[N:9]=[C:8](Cl)[N:7]=2)[CH2:5][CH2:4][CH2:3][CH2:2]1.[OH:19][C@@H:20]1[CH2:24][CH2:23][NH:22][CH2:21]1.C(N(C(C)C)CC)(C)C.[NH:34]1[CH2:39][CH2:38][NH:37][CH2:36][CH2:35]1. Product: [Cl:16][C:13]1[N:14]=[C:15]2[C:10](=[N:11][C:12]=1[N:22]1[CH2:23][CH2:24][C@@H:20]([OH:19])[CH2:21]1)[N:9]=[C:8]([N:34]1[CH2:39][CH2:38][NH:37][CH2:36][CH2:35]1)[N:7]=[C:6]2[N:1]1[CH2:5][CH2:4][CH2:3][CH2:2]1. The catalyst class is: 12. (7) Reactant: [C:1]1([CH:7]([C:13]2[CH:18]=[CH:17][CH:16]=[CH:15][CH:14]=2)[C@@H](C(O)=O)N)[CH:6]=[CH:5][CH:4]=[CH:3][CH:2]=1.[C:19]([NH:22][CH:23]([C:29]([O:31][CH2:32][CH3:33])=[O:30])[C:24]([O:26][CH2:27][CH3:28])=[O:25])(=[O:21])[CH3:20].C1(C(C2C=CC=CC=2)Br)C=CC=CC=1.[O-]CC.[Na+]. Product: [C:19]([NH:22][C:23]([CH:7]([C:1]1[CH:6]=[CH:5][CH:4]=[CH:3][CH:2]=1)[C:13]1[CH:18]=[CH:17][CH:16]=[CH:15][CH:14]=1)([C:29]([O:31][CH2:32][CH3:33])=[O:30])[C:24]([O:26][CH2:27][CH3:28])=[O:25])(=[O:21])[CH3:20]. The catalyst class is: 8.